Dataset: Catalyst prediction with 721,799 reactions and 888 catalyst types from USPTO. Task: Predict which catalyst facilitates the given reaction. (1) Reactant: Br[C:2]1[CH:9]=[C:8]([F:10])[C:5]([C:6]#[N:7])=[C:4]([F:11])[CH:3]=1.[B:12]1([B:12]2[O:16][C:15]([CH3:18])([CH3:17])[C:14]([CH3:20])([CH3:19])[O:13]2)[O:16][C:15]([CH3:18])([CH3:17])[C:14]([CH3:20])([CH3:19])[O:13]1.C([O-])(=O)C.[K+]. Product: [F:10][C:8]1[CH:9]=[C:2]([B:12]2[O:16][C:15]([CH3:18])([CH3:17])[C:14]([CH3:20])([CH3:19])[O:13]2)[CH:3]=[C:4]([F:11])[C:5]=1[C:6]#[N:7]. The catalyst class is: 431. (2) Reactant: [CH2:1]([C:5]1[CH:6]=[C:7]([CH:18]2[CH2:20][CH:19]2[C:21]([NH:23]CCC#N)=O)[CH:8]=[C:9]([N+:15]([O-:17])=[O:16])[C:10]=1[O:11][CH2:12][CH2:13][CH3:14])/[CH:2]=[CH:3]/[CH3:4].C1(P(C2C=CC=CC=2)C2C=CC=CC=2)C=CC=CC=1.CC(OC(/N=N/C(OC(C)C)=O)=O)C.C[Si]([N:65]=[N+:66]=[N-:67])(C)C.[OH-].[Na+]. Product: [CH2:1]([C:5]1[CH:6]=[C:7]([C@@H:18]2[CH2:20][C@@H:19]2[C:21]2[NH:23][N:67]=[N:66][N:65]=2)[CH:8]=[C:9]([N+:15]([O-:17])=[O:16])[C:10]=1[O:11][CH2:12][CH2:13][CH3:14])/[CH:2]=[CH:3]/[CH3:4]. The catalyst class is: 1. (3) Reactant: [CH3:1][O:2][C:3]1[CH:12]=[CH:11][C:6]([C:7]([O:9]C)=O)=[CH:5][N:4]=1.Cl.[CH3:14][NH:15][O:16][CH3:17].C([Mg]Cl)(C)C. Product: [CH3:17][O:16][N:15]([CH3:14])[C:7](=[O:9])[C:6]1[CH:11]=[CH:12][C:3]([O:2][CH3:1])=[N:4][CH:5]=1. The catalyst class is: 1. (4) Reactant: Br[C:2]1[CH:3]=[C:4]([NH:9][S:10]([C:13]2[CH:18]=[CH:17][C:16]([O:19][CH3:20])=[CH:15][CH:14]=2)(=[O:12])=[O:11])[CH:5]=[C:6]([OH:8])[CH:7]=1.[B:21]1([B:21]2[O:25][C:24]([CH3:27])([CH3:26])[C:23]([CH3:29])([CH3:28])[O:22]2)[O:25][C:24]([CH3:27])([CH3:26])[C:23]([CH3:29])([CH3:28])[O:22]1.C([O-])(=O)C.[K+].O. The catalyst class is: 155. Product: [OH:8][C:6]1[CH:5]=[C:4]([NH:9][S:10]([C:13]2[CH:18]=[CH:17][C:16]([O:19][CH3:20])=[CH:15][CH:14]=2)(=[O:12])=[O:11])[CH:3]=[C:2]([B:21]2[O:25][C:24]([CH3:27])([CH3:26])[C:23]([CH3:29])([CH3:28])[O:22]2)[CH:7]=1. (5) Reactant: [CH2:1]([O:8][C:9]1[CH:14]=[CH:13][C:12]([C:15]2[CH:20]=[CH:19][N:18]=[C:17](SC)[N:16]=2)=[CH:11][CH:10]=1)[C:2]1[CH:7]=[CH:6][CH:5]=[CH:4][CH:3]=1.Cl[C:24]1C=CC=C(C(OO)=O)C=1.[S:34]([O-:38])([O-])(=[O:36])=S.[Na+].[Na+]. Product: [CH2:1]([O:8][C:9]1[CH:14]=[CH:13][C:12]([C:15]2[CH:20]=[CH:19][N:18]=[C:17]([S:34]([CH3:24])(=[O:38])=[O:36])[N:16]=2)=[CH:11][CH:10]=1)[C:2]1[CH:3]=[CH:4][CH:5]=[CH:6][CH:7]=1. The catalyst class is: 4. (6) Product: [C:43]1([CH2:49][CH2:50][CH2:51][NH:52][C:8]([C:5]2[CH:4]=[CH:3][C:2]([OH:1])=[CH:7][N:6]=2)=[O:10])[CH:48]=[CH:47][CH:46]=[CH:45][CH:44]=1. Reactant: [OH:1][C:2]1[CH:3]=[CH:4][C:5]([C:8]([OH:10])=O)=[N:6][CH:7]=1.C(N(C(C)C)CC)(C)C.O.ON1C2C=CC=CC=2N=N1.CCN=C=NCCCN(C)C.Cl.[C:43]1([CH2:49][CH2:50][CH2:51][NH2:52])[CH:48]=[CH:47][CH:46]=[CH:45][CH:44]=1. The catalyst class is: 4.